This data is from Forward reaction prediction with 1.9M reactions from USPTO patents (1976-2016). The task is: Predict the product of the given reaction. (1) Given the reactants [F:1][C:2]([F:17])([F:16])[C:3]1[C:11]2[CH2:10][CH2:9][CH2:8][CH2:7][C:6]=2[N:5]([CH2:12][C:13]([OH:15])=O)[N:4]=1.Cl.[Br:19][C:20]1[C:21]([C@H:28]([NH2:38])[CH2:29][C:30]2[CH:35]=[C:34]([F:36])[CH:33]=[C:32]([F:37])[CH:31]=2)=[N:22][C:23]([S:26][CH3:27])=[N:24][CH:25]=1.C(N(CC)C(C)C)(C)C.CN(C(ON1N=NC2C=CC=NC1=2)=[N+](C)C)C.F[P-](F)(F)(F)(F)F, predict the reaction product. The product is: [Br:19][C:20]1[C:21]([C@H:28]([NH:38][C:13](=[O:15])[CH2:12][N:5]2[C:6]3[CH2:7][CH2:8][CH2:9][CH2:10][C:11]=3[C:3]([C:2]([F:1])([F:17])[F:16])=[N:4]2)[CH2:29][C:30]2[CH:35]=[C:34]([F:36])[CH:33]=[C:32]([F:37])[CH:31]=2)=[N:22][C:23]([S:26][CH3:27])=[N:24][CH:25]=1. (2) Given the reactants [CH:1]([O:6][CH3:7])([O:4][CH3:5])OC.[OH:8][C:9]1[C:16]([C:17]([F:20])([F:19])[F:18])=[CH:15][CH:14]=[CH:13][C:10]=1C=O.C(=O)([O-])O.[Na+].C(N(C(C)C)CC)(C)C.[CH3:35][O:36][CH2:37]Cl, predict the reaction product. The product is: [CH3:7][O:6][CH:1]([O:4][CH3:5])[C:10]1[CH:13]=[CH:14][CH:15]=[C:16]([C:17]([F:18])([F:19])[F:20])[C:9]=1[O:8][CH2:35][O:36][CH3:37].